This data is from Peptide-MHC class II binding affinity with 134,281 pairs from IEDB. The task is: Regression. Given a peptide amino acid sequence and an MHC pseudo amino acid sequence, predict their binding affinity value. This is MHC class II binding data. (1) The peptide sequence is NYLSSEHLSSLRNLC. The MHC is DRB1_0101 with pseudo-sequence DRB1_0101. The binding affinity (normalized) is 0.568. (2) The peptide sequence is VFIPNYNVSVAEVLI. The MHC is DRB1_0405 with pseudo-sequence DRB1_0405. The binding affinity (normalized) is 0.647. (3) The peptide sequence is MPPELNTARLMAGAG. The MHC is DRB1_0405 with pseudo-sequence DRB1_0405. The binding affinity (normalized) is 0.121. (4) The peptide sequence is AAATAGTTVYGAFSA. The MHC is HLA-DQA10501-DQB10301 with pseudo-sequence HLA-DQA10501-DQB10301. The binding affinity (normalized) is 0.740. (5) The peptide sequence is RAQFPRQCATVEALR. The binding affinity (normalized) is 0.0989. The MHC is DRB5_0101 with pseudo-sequence DRB5_0101.